Dataset: Full USPTO retrosynthesis dataset with 1.9M reactions from patents (1976-2016). Task: Predict the reactants needed to synthesize the given product. (1) Given the product [C:1]([O:5][C:6]([N:8]1[CH2:12][CH:11]([O:13][Si:14]([C:17]([CH3:18])([CH3:20])[CH3:19])([CH3:16])[CH3:15])[CH:10]([OH:38])[CH:9]1[CH2:21][CH2:22][NH:23][C:24]([O:26][CH2:27][C:28]1[CH:29]=[CH:30][CH:31]=[CH:32][CH:33]=1)=[O:25])=[O:7])([CH3:2])([CH3:3])[CH3:4], predict the reactants needed to synthesize it. The reactants are: [C:1]([O:5][C:6]([N:8]1[CH2:12][C:11]([O:13][Si:14]([C:17]([CH3:20])([CH3:19])[CH3:18])([CH3:16])[CH3:15])=[CH:10][CH:9]1[CH2:21][CH2:22][NH:23][C:24]([O:26][CH2:27][C:28]1[CH:33]=[CH:32][CH:31]=[CH:30][CH:29]=1)=[O:25])=[O:7])([CH3:4])([CH3:3])[CH3:2].B.C1C[O:38]CC1. (2) The reactants are: [CH3:1][C:2]1([CH3:28])[CH2:7][N:6]([S:8]([C:11]2[CH:16]=[CH:15][CH:14]=[CH:13][C:12]=2[N+:17]([O-:19])=[O:18])(=[O:10])=[O:9])[CH2:5][C:4]2[CH:20]=[C:21]([C:23]([O:25]CC)=[O:24])[S:22][C:3]1=2.[Li+].[OH-]. Given the product [CH3:1][C:2]1([CH3:28])[CH2:7][N:6]([S:8]([C:11]2[CH:16]=[CH:15][CH:14]=[CH:13][C:12]=2[N+:17]([O-:19])=[O:18])(=[O:10])=[O:9])[CH2:5][C:4]2[CH:20]=[C:21]([C:23]([OH:25])=[O:24])[S:22][C:3]1=2, predict the reactants needed to synthesize it. (3) Given the product [NH3:8].[CH2:14]([S:13][C@@H:11]1[CH2:12][NH:8][C@H:9]([C:21]([OH:23])=[O:22])[CH2:10]1)[C:15]1[CH:20]=[CH:19][CH:18]=[CH:17][CH:16]=1, predict the reactants needed to synthesize it. The reactants are: C(OC([N:8]1[CH2:12][C@@H:11]([S:13][CH2:14][C:15]2[CH:20]=[CH:19][CH:18]=[CH:17][CH:16]=2)[CH2:10][C@H:9]1[C:21]([O:23]C(C)(C)C)=[O:22])=O)(C)(C)C.FC(F)(F)C(O)=O. (4) Given the product [O:34]1[C:38]2[CH:39]=[C:40]([C:49]([N:15]3[CH2:16][CH2:17][N:12]([C:11]4[C:6]5[CH:5]=[C:4]([CH2:2][CH3:3])[S:24][C:7]=5[N:8]=[C:9]([S:18][CH2:19][C:20]([O:22][CH3:23])=[O:21])[N:10]=4)[CH2:13][CH2:14]3)=[O:50])[CH:41]=[CH:42][C:37]=2[CH:36]=[CH:35]1, predict the reactants needed to synthesize it. The reactants are: Cl.[CH2:2]([C:4]1[S:24][C:7]2[N:8]=[C:9]([S:18][CH2:19][C:20]([O:22][CH3:23])=[O:21])[N:10]=[C:11]([N:12]3[CH2:17][CH2:16][NH:15][CH2:14][CH2:13]3)[C:6]=2[CH:5]=1)[CH3:3].C(N(C(C)C)CC)(C)C.[O:34]1[C:38]2[CH:39]=[CH:40][C:41](C(Cl)=O)=[CH:42][C:37]=2[CH:36]=[CH:35]1.CN([CH:49]=[O:50])C. (5) The reactants are: P(Cl)(Cl)(Cl)=O.C([O:13][C:14]1[CH:19]=[CH:18][C:17]([CH:20]([NH:31][C:32](=O)[C:33]([O:35][CH2:36][CH3:37])=[O:34])[C:21]([C:23]2[CH:28]=[CH:27][C:26]([O:29][CH3:30])=[CH:25][CH:24]=2)=[O:22])=[CH:16][CH:15]=1)C1C=CC=CC=1.[C:39]1([CH3:45])[CH:44]=[CH:43][CH:42]=[CH:41][CH:40]=1. Given the product [CH2:45]([O:13][C:14]1[CH:15]=[CH:16][C:17]([C:20]2[N:31]=[C:32]([C:33]([O:35][CH2:36][CH3:37])=[O:34])[O:22][C:21]=2[C:23]2[CH:28]=[CH:27][C:26]([O:29][CH3:30])=[CH:25][CH:24]=2)=[CH:18][CH:19]=1)[C:39]1[CH:44]=[CH:43][CH:42]=[CH:41][CH:40]=1, predict the reactants needed to synthesize it. (6) Given the product [C:1]([C:4]([C:33](=[O:34])[C:32]1[CH:36]=[CH:37][C:29]([C:27]#[N:28])=[CH:30][CH:31]=1)([C:15](=[O:17])[CH3:16])[CH2:5][CH2:6][CH2:7][CH2:8][CH2:9][C:10]([O:12][CH2:13][CH3:14])=[O:11])(=[O:3])[CH3:2], predict the reactants needed to synthesize it. The reactants are: [C:1]([CH:4]([C:15](=[O:17])[CH3:16])[CH2:5][CH2:6][CH2:7][CH2:8][CH2:9][C:10]([O:12][CH2:13][CH3:14])=[O:11])(=[O:3])[CH3:2].[Cl-].[Mg+2].[Cl-].N1C=CC=CC=1.[C:27]([C:29]1[CH:37]=[CH:36][C:32]([C:33](Cl)=[O:34])=[CH:31][CH:30]=1)#[N:28]. (7) Given the product [Br:22][C:8]1[C:9](=[O:21])[N:10]([CH2:13][C:14]2[CH:19]=[CH:18][CH:17]=[C:16]([F:20])[CH:15]=2)[CH:11]=[CH:12][C:7]=1[Br:26], predict the reactants needed to synthesize it. The reactants are: FC(F)(F)S(O[C:7]1[CH:12]=[CH:11][N:10]([CH2:13][C:14]2[CH:19]=[CH:18][CH:17]=[C:16]([F:20])[CH:15]=2)[C:9](=[O:21])[C:8]=1[Br:22])(=O)=O.[K+].[Br-:26].C1OCCOCCOCCOCCOCCOC1.